The task is: Predict the product of the given reaction.. This data is from Forward reaction prediction with 1.9M reactions from USPTO patents (1976-2016). Given the reactants Br[C:2]1[CH:7]=[CH:6][C:5]([C:8]2([C:11]([N:13]3[CH2:17][CH2:16][C@@:15]4([C:21]5[CH:22]=[CH:23][CH:24]=[CH:25][C:20]=5[C:19](=[O:26])[O:18]4)[CH2:14]3)=[O:12])[CH2:10][CH2:9]2)=[CH:4][CH:3]=1.O1CCCC1.C(P(C(C)(C)C)C(C)(C)C)(C)(C)C.[CH3:45][N:46]1[CH:50]=[CH:49][C:48](B(O)O)=[N:47]1, predict the reaction product. The product is: [CH3:45][N:46]1[CH:50]=[CH:49][C:48]([C:2]2[CH:7]=[CH:6][C:5]([C:8]3([C:11]([N:13]4[CH2:17][CH2:16][C@@:15]5([C:21]6[CH:22]=[CH:23][CH:24]=[CH:25][C:20]=6[C:19](=[O:26])[O:18]5)[CH2:14]4)=[O:12])[CH2:10][CH2:9]3)=[CH:4][CH:3]=2)=[N:47]1.